This data is from Forward reaction prediction with 1.9M reactions from USPTO patents (1976-2016). The task is: Predict the product of the given reaction. (1) The product is: [F:1][C:2]1[CH:3]=[C:4]([CH:5]2[C:20]([C:21]3[CH:26]=[CH:25][CH:24]=[CH:23][CH:22]=3)=[C:19]([C:13]3[CH:18]=[CH:17][CH:16]=[CH:15][CH:14]=3)[NH:31][C:29](=[O:30])[NH:28]2)[CH:7]=[C:8]([O:11][CH3:12])[C:9]=1[OH:10]. Given the reactants [F:1][C:2]1[CH:3]=[C:4]([CH:7]=[C:8]([O:11][CH3:12])[C:9]=1[OH:10])[CH:5]=O.[C:13]1([C:19](=O)[CH2:20][C:21]2[CH:26]=[CH:25][CH:24]=[CH:23][CH:22]=2)[CH:18]=[CH:17][CH:16]=[CH:15][CH:14]=1.[NH2:28][C:29]([NH2:31])=[O:30].Cl, predict the reaction product. (2) Given the reactants [Br:1][C:2]1[C:11]2[C:6](=[CH:7][C:8]([C:12]3[S:16][C:15]4[CH:17]=[CH:18][CH:19]=[CH:20][C:14]=4[C:13]=3[C:21](=[O:26])[CH2:22][CH2:23][CH2:24][CH3:25])=[CH:9][CH:10]=2)[CH:5]=[CH:4][C:3]=1[O:27][CH2:28][C:29]#[N:30].[N-:31]=[N+:32]=[N-:33].[Na+].[Cl-].[NH4+].CN(C=O)C.Cl, predict the reaction product. The product is: [Br:1][C:2]1[C:3]([O:27][CH2:28][C:29]2[NH:33][N:32]=[N:31][N:30]=2)=[CH:4][CH:5]=[C:6]2[C:11]=1[CH:10]=[CH:9][C:8]([C:12]1[S:16][C:15]3[CH:17]=[CH:18][CH:19]=[CH:20][C:14]=3[C:13]=1[C:21](=[O:26])[CH2:22][CH2:23][CH2:24][CH3:25])=[CH:7]2. (3) Given the reactants C([Li])CCC.C(NC(C)C)(C)C.[Br:13][C:14]1[CH:18]=[CH:17][S:16][C:15]=1[Cl:19].CN([CH:23]=[O:24])C, predict the reaction product. The product is: [Br:13][C:14]1[CH:18]=[C:17]([CH:23]=[O:24])[S:16][C:15]=1[Cl:19]. (4) Given the reactants [CH3:1][O:2][C:3](=[O:25])[C:4]1[CH:9]=[C:8]([CH3:10])[C:7]([OH:11])=[C:6]([NH:12][S:13]([C:16]2[CH:21]=[C:20]([Cl:22])[CH:19]=[CH:18][C:17]=2[O:23][CH3:24])(=[O:15])=[O:14])[CH:5]=1.Br[CH2:27][CH2:28]Br, predict the reaction product. The product is: [CH3:1][O:2][C:3]([C:4]1[CH:9]=[C:8]([CH3:10])[C:7]2[O:11][CH2:28][CH2:27][N:12]([S:13]([C:16]3[CH:21]=[C:20]([Cl:22])[CH:19]=[CH:18][C:17]=3[O:23][CH3:24])(=[O:15])=[O:14])[C:6]=2[CH:5]=1)=[O:25]. (5) Given the reactants [Cl:1][C:2]1[C:3]([C:11]([CH:13]2[CH2:16][CH2:15][CH2:14]2)=O)=[C:4]2[CH:10]=[CH:9][NH:8][C:5]2=[N:6][CH:7]=1.[NH2:17][NH2:18].CC(O)=O, predict the reaction product. The product is: [Cl:1][C:2]1[C:3]([C:11]([CH:13]2[CH2:16][CH2:15][CH2:14]2)=[N:17][NH2:18])=[C:4]2[CH:10]=[CH:9][NH:8][C:5]2=[N:6][CH:7]=1. (6) Given the reactants [Cl:1][C:2]1[CH:3]=[C:4]([C@@H:8]([OH:41])[CH2:9][N:10]([CH2:18][CH2:19][C:20]2[CH:25]=[CH:24][C:23]([S:26]([C:29]3[CH:34]=[CH:33][CH:32]=[C:31]([C:35](N(OC)C)=[O:36])[CH:30]=3)(=[O:28])=[O:27])=[CH:22][CH:21]=2)[C:11](=[O:17])[O:12][C:13]([CH3:16])([CH3:15])[CH3:14])[CH:5]=[CH:6][CH:7]=1.[H-].[Al+3].[Li+].[H-].[H-].[H-].[F-].[Na+].O, predict the reaction product. The product is: [Cl:1][C:2]1[CH:3]=[C:4]([C@@H:8]([OH:41])[CH2:9][N:10]([CH2:18][CH2:19][C:20]2[CH:25]=[CH:24][C:23]([S:26]([C:29]3[CH:34]=[CH:33][CH:32]=[C:31]([CH:35]=[O:36])[CH:30]=3)(=[O:28])=[O:27])=[CH:22][CH:21]=2)[C:11](=[O:17])[O:12][C:13]([CH3:15])([CH3:14])[CH3:16])[CH:5]=[CH:6][CH:7]=1. (7) Given the reactants [OH:1][C:2]1[CH:3]=[C:4]([C:8]2[C:17]3[C:12](=[C:13]([C:18]([F:21])([F:20])[F:19])[CH:14]=[CH:15][CH:16]=3)[N:11]=[CH:10][C:9]=2[C:22]([C:24]2[CH:29]=[CH:28][CH:27]=[CH:26][CH:25]=2)=[O:23])[CH:5]=[CH:6][CH:7]=1.Br[CH2:31][C:32]1[CH:37]=[CH:36][CH:35]=[C:34]([N+:38]([O-:40])=[O:39])[CH:33]=1, predict the reaction product. The product is: [N+:38]([C:34]1[CH:33]=[C:32]([CH:37]=[CH:36][CH:35]=1)[CH2:31][O:1][C:2]1[CH:3]=[C:4]([C:8]2[C:17]3[C:12](=[C:13]([C:18]([F:21])([F:19])[F:20])[CH:14]=[CH:15][CH:16]=3)[N:11]=[CH:10][C:9]=2[C:22]([C:24]2[CH:25]=[CH:26][CH:27]=[CH:28][CH:29]=2)=[O:23])[CH:5]=[CH:6][CH:7]=1)([O-:40])=[O:39]. (8) Given the reactants C([O:4][CH2:5][CH2:6][CH2:7][S:8]([NH:11][C:12](=[O:39])[C:13]1[CH:18]=[CH:17][C:16]([CH2:19][CH2:20][N:21]2[C:26]([CH2:27][N:28]3[CH2:32][CH2:31][CH2:30][C@@H:29]3[CH2:33][CH2:34][CH3:35])=[C:25]([Cl:36])[CH:24]=[C:23]([Cl:37])[C:22]2=[O:38])=[CH:15][CH:14]=1)(=[O:10])=[O:9])(=O)C.[OH-].[Na+].Cl.O, predict the reaction product. The product is: [Cl:37][C:23]1[C:22](=[O:38])[N:21]([CH2:20][CH2:19][C:16]2[CH:15]=[CH:14][C:13]([C:12]([NH:11][S:8]([CH2:7][CH2:6][CH2:5][OH:4])(=[O:10])=[O:9])=[O:39])=[CH:18][CH:17]=2)[C:26]([CH2:27][N:28]2[CH2:32][CH2:31][CH2:30][C@@H:29]2[CH2:33][CH2:34][CH3:35])=[C:25]([Cl:36])[CH:24]=1. (9) Given the reactants [CH3:1][S:2][C:3]1[N:8]=[C:7]([N:9]2[CH2:14][CH2:13][O:12][C:11]3[CH:15]=[N:16][C:17]([C:19]4[CH:24]=[CH:23][CH:22]=[CH:21][CH:20]=4)=[N:18][C:10]2=3)[CH:6]=[CH:5][N:4]=1.ClC1C=C(C=CC=1)C(OO)=[O:30], predict the reaction product. The product is: [CH3:1][S:2]([C:3]1[N:8]=[C:7]([N:9]2[CH2:14][CH2:13][O:12][C:11]3[CH:15]=[N:16][C:17]([C:19]4[CH:20]=[CH:21][CH:22]=[CH:23][CH:24]=4)=[N:18][C:10]2=3)[CH:6]=[CH:5][N:4]=1)=[O:30].